From a dataset of Drug-target binding data from BindingDB using Kd measurements. Regression. Given a target protein amino acid sequence and a drug SMILES string, predict the binding affinity score between them. We predict pKd (pKd = -log10(Kd in M); higher means stronger binding). Dataset: bindingdb_kd. (1) The small molecule is CC(=O)N[C@@H]1[C@@H](O)C[C@@](OCc2ccccc2)(C(=O)[O-])O[C@H]1[C@H](O)[C@H](O)CNC(=O)c1cccc(Cl)c1. The target protein sequence is MIFLATLPLFWIMISASRGGHWGAWMPSTISAFEGTCVSIPCRFDFPDELRPAVVHGVWYFNSPYPKNYPPVVFKSRTQVVHESFQGRSRLLGDLGLRNCTLLLSTLSPELGGKYYFRGDLGGYNQYTFSEHSVLDIVNTPNIVVPPEVVAGTEVEVSCMVPDNCPELRPELSWLGHEGLGEPTVLGRLREDEGTWVQVSLLHFVPTREANGHRLGCQAAFPNTTLQFEGYASLDVKYPPVIVEMNSSVEAIEGSHVSLLCGADSNPPPLLTWMRDGMVLREAVAKSLYLDLEEVTPGEDGVYACLAENAYGQDNRTVELSVMYAPWKPTVNGTVVAVEGETVSILCSTQSNPDPILTIFKEKQILATVIYESQLQLELPAVTPEDDGEYWCVAENQYGQRATAFNLSVEFAPIILLESHCAAARDTVQCLCVVKSNPEPSVAFELPSRNVTVNETEREFVYSERSGLLLTSILTIRGQAQAPPRVICTSRNLYGTQSLE.... The pKd is 4.5. (2) The drug is O=C(C[C@H]1C/C=C/CCCC(=O)O[C@H](c2ccccc2)CNC1=O)NCc1ccc(Cl)cc1. The target protein (Q15465) has sequence MLLLARCLLLVLVSSLLVCSGLACGPGRGFGKRRHPKKLTPLAYKQFIPNVAEKTLGASGRYEGKISRNSERFKELTPNYNPDIIFKDEENTGADRLMTQRCKDKLNALAISVMNQWPGVKLRVTEGWDEDGHHSEESLHYEGRAVDITTSDRDRSKYGMLARLAVEAGFDWVYYESKAHIHCSVKAENSVAAKSGGCFPGSATVHLEQGGTKLVKDLSPGDRVLAADDQGRLLYSDFLTFLDRDDGAKKVFYVIETREPRERLLLTAAHLLFVAPHNDSATGEPEASSGSGPPSGGALGPRALFASRVRPGQRVYVVAERDGDRRLLPAAVHSVTLSEEAAGAYAPLTAQGTILINRVLASCYAVIEEHSWAHRAFAPFRLAHALLAALAPARTDRGGDSGGGDRGGGGGRVALTAPGAADAPGAGATAGIHWYSQLLYQIGTWLLDSEALHPLGMAVKSS. The pKd is 5.0. (3) The small molecule is CN1[C@@H]2CC[C@@H]1CC(OC(c1ccccc1)c1ccccc1)C2. The target protein (Q05320) has sequence MGVTGILQLPRDRFKRTSFFLWVIILFQRTFSIPLGVIHNSTLQVSDVDKLVCRDKLSSTNQLRSVGLNLEGNGVATDVPSATKRWGFRSGVPPKVVNYEAGEWAENCYNLEIKKPDGSECLPAAPDGIRGFPRCRYVHKVSGTGPCAGDFAFHKEGAFFLYDRLASTVIYRGTTFAEGVVAFLILPQAKKDFFSSHPLREPVNATEDPSSGYYSTTIRYQATGFGTNETEYLFEVDNLTYVQLESRFTPQFLLQLNETIYTSGKRSNTTGKLIWKVNPEIDTTIGEWAFWETKKNLTRKIRSEELSFTVVSNGAKNISGQSPARTSSDPGTNTTTEDHKIMASENSSAMVQVHSQGREAAVSHLTTLATISTSPQSLTTKPGPDNSTHNTPVYKLDISEATQVEQHHRRTDNDSTASDTPSATTAAGPPKAENTNTSKSTDFLDPATTTSPQNHSETAGNNNTHHQDTGEESASSGKLGLITNTIAGVAGLITGGRRTR.... The pKd is 2.9. (4) The drug is COC(=O)c1ccc2c(c1)NC(=O)/C2=C(\Nc1ccc(N(C)C(=O)CN2CCN(C)CC2)cc1)c1ccccc1. The target protein (O00506) has sequence MAHLRGFANQHSRVDPEELFTKLDRIGKGSFGEVYKGIDNHTKEVVAIKIIDLEEAEDEIEDIQQEITVLSQCDSPYITRYFGSYLKSTKLWIIMEYLGGGSALDLLKPGPLEETYIATILREILKGLDYLHSERKIHRDIKAANVLLSEQGDVKLADFGVAGQLTDTQIKRNTFVGTPFWMAPEVIKQSAYDFKADIWSLGITAIELAKGEPPNSDLHPMRVLFLIPKNSPPTLEGQHSKPFKEFVEACLNKDPRFRPTAKELLKHKFITRYTKKTSFLTELIDRYKRWKSEGHGEESSSEDSDIDGEAEDGEQGPIWTFPPTIRPSPHSKLHKGTALHSSQKPAEPVKRQPRSQCLSTLVRPVFGELKEKHKQSGGSVGALEELENAFSLAEESCPGISDKLMVHLVERVQRFSHNRNHLTSTR. The pKd is 5.0. (5) The compound is CCOC(=O)CC(C)(C)NCC(O)COc1ccccc1C. The target protein sequence is MGAGVLALGASEPCNLSSTAPLPDGAATAARLLVPASPPASLLPPTSEGSEPLSPQWTAGMGLLMVLIVLLIVAGNVLVIVAIAKTPRLQTLTNLFIMSLASADLVMGLLVVPFGATIVVWGRWEYGSFFCELWTSVDVLCVTASIETLCVIALDRYLAITSPFRYQSLLTRARARVLVCTVWAISALVSFLPILMHWWRAEGDEARRCYNDPKCCDFVTNRAYAIASSVVSFYVPLCIMAFVYLRVFREAQKQVKKIDSCERRFLGGPGRPPSPVPSPTPGSPRAATDPLANGRTSKRRPSRLVALREQKALKTLGIIMGVFTLCWLPFFLANVVKAFHRDLVPDRLFVFFNWLGYANSAFNPIIYCRSPDFRKAFQRLLCCARRAARRRHTAHGGRPRASGCLARSGPPPSPGAASDEDEDAVGAAPPARLLEPWAGCNGGAATADSDWSLDEPGRAGFASESKV. The pKd is 8.5.